This data is from Catalyst prediction with 721,799 reactions and 888 catalyst types from USPTO. The task is: Predict which catalyst facilitates the given reaction. (1) Reactant: [NH:1]1[CH:5]=[CH:4][CH:3]=[C:2]1[CH2:6][NH2:7].[CH:8]([O:11][C:12]1[CH:17]=[CH:16][C:15]([N:18]=[C:19]=[S:20])=[CH:14][CH:13]=1)([CH3:10])[CH3:9]. Product: [NH:1]1[CH:5]=[CH:4][CH:3]=[C:2]1[CH2:6][NH:7][C:19]([NH:18][C:15]1[CH:16]=[CH:17][C:12]([O:11][CH:8]([CH3:10])[CH3:9])=[CH:13][CH:14]=1)=[S:20]. The catalyst class is: 115. (2) Reactant: [F:1][C:2]1[CH:7]=[CH:6][C:5]([C:8]2[CH:13]=[CH:12][CH:11]=[CH:10][C:9]=2[CH2:14][N:15]2[C:19]([CH2:20][CH2:21]O)=[CH:18][N:17]=[CH:16]2)=[CH:4][CH:3]=1.S(Cl)([Cl:25])=O. Product: [Cl:25][CH2:21][CH2:20][C:19]1[N:15]([CH2:14][C:9]2[CH:10]=[CH:11][CH:12]=[CH:13][C:8]=2[C:5]2[CH:6]=[CH:7][C:2]([F:1])=[CH:3][CH:4]=2)[CH:16]=[N:17][CH:18]=1. The catalyst class is: 2. (3) Reactant: [NH2:1][C:2]1[CH:3]=[C:4]([CH:7]=[CH:8][C:9]=1[N:10]1[C:18]2[C:13](=[C:14]([N:19]3[CH:23]=[C:22]([C:24]4[CH:25]=[N:26][N:27]([CH3:29])[CH:28]=4)[N:21]=[CH:20]3)[CH:15]=[CH:16][CH:17]=2)[C:12]([C:30]([F:33])([F:32])[F:31])=[N:11]1)[C:5]#[N:6].[OH-:34].[Na+].OO.[Cl-].[NH4+]. Product: [NH2:1][C:2]1[CH:3]=[C:4]([CH:7]=[CH:8][C:9]=1[N:10]1[C:18]2[C:13](=[C:14]([N:19]3[CH:23]=[C:22]([C:24]4[CH:25]=[N:26][N:27]([CH3:29])[CH:28]=4)[N:21]=[CH:20]3)[CH:15]=[CH:16][CH:17]=2)[C:12]([C:30]([F:33])([F:32])[F:31])=[N:11]1)[C:5]([NH2:6])=[O:34]. The catalyst class is: 16.